Dataset: Forward reaction prediction with 1.9M reactions from USPTO patents (1976-2016). Task: Predict the product of the given reaction. (1) Given the reactants [O:1]=[C:2]1[N:6]([C:7]2[CH:8]=[CH:9][C:10]3[C:16](=[O:17])[CH2:15][CH2:14][CH2:13][CH2:12][C:11]=3[CH:18]=2)[CH2:5][C@H:4]([CH2:19][NH:20][C:21](=[O:23])[CH3:22])[O:3]1.[Li+].C[Si]([N-][Si](C)(C)C)(C)C.[C:34]([C:36]1[CH:44]=[CH:43][C:39]([C:40](Cl)=[O:41])=[CH:38][CH:37]=1)#[N:35], predict the reaction product. The product is: [C:34]([C:36]1[CH:44]=[CH:43][C:39]([C:40]([CH:15]2[CH2:14][CH2:13][CH2:12][C:11]3[CH:18]=[C:7]([N:6]4[CH2:5][C@H:4]([CH2:19][NH:20][C:21](=[O:23])[CH3:22])[O:3][C:2]4=[O:1])[CH:8]=[CH:9][C:10]=3[C:16]2=[O:17])=[O:41])=[CH:38][CH:37]=1)#[N:35]. (2) Given the reactants Br[CH2:2][C:3]1[CH:8]=[CH:7][C:6]([CH2:9][C:10]([O:12][CH2:13][C:14]2[CH:19]=[CH:18][CH:17]=[CH:16][CH:15]=2)=[O:11])=[CH:5][CH:4]=1.C(N(CC)CC)C.CS(C)=[O:29], predict the reaction product. The product is: [CH:2]([C:3]1[CH:8]=[CH:7][C:6]([CH2:9][C:10]([O:12][CH2:13][C:14]2[CH:19]=[CH:18][CH:17]=[CH:16][CH:15]=2)=[O:11])=[CH:5][CH:4]=1)=[O:29]. (3) Given the reactants [NH2:1][C:2]1[CH:3]=[C:4]([C:10]2[O:11][C:12]3[CH:18]=[CH:17][C:16]([C:19]4[CH:24]=[CH:23][C:22]5[O:25][CH2:26][O:27][C:21]=5[CH:20]=4)=[CH:15][C:13]=3[N:14]=2)[CH:5]=[CH:6][C:7]=1[O:8][CH3:9].[CH:28]1[C:33]([C:34]([OH:36])=[O:35])=[CH:32][C:31]2[C:37]([O:39][C:40](=O)[C:30]=2[CH:29]=1)=[O:38], predict the reaction product. The product is: [CH3:9][O:8][C:7]1[CH:6]=[CH:5][C:4]([C:10]2[O:11][C:12]3[CH:18]=[CH:17][C:16]([C:19]4[CH:24]=[CH:23][C:22]5[O:25][CH2:26][O:27][C:21]=5[CH:20]=4)=[CH:15][C:13]=3[N:14]=2)=[CH:3][C:2]=1[N:1]1[C:37](=[O:38])[C:31]2[C:30](=[CH:29][CH:28]=[C:33]([C:34]([OH:36])=[O:35])[CH:32]=2)[C:40]1=[O:39]. (4) Given the reactants [C:1]([C:3]1[CH:4]=[C:5]([NH:9][C:10]2[C:19]3[C:14](=[CH:15][CH:16]=[C:17]([NH:20][C:21](=[O:29])[CH:22]=[C:23]4[CH2:28][CH2:27][NH:26][CH2:25][CH2:24]4)[CH:18]=3)[N:13]=[CH:12][N:11]=2)[CH:6]=[CH:7][CH:8]=1)#[CH:2].CI.[C:32](=O)([O-])[O-].[K+].[K+], predict the reaction product. The product is: [C:1]([C:3]1[CH:4]=[C:5]([NH:9][C:10]2[C:19]3[C:14](=[CH:15][CH:16]=[C:17]([NH:20][C:21](=[O:29])[CH:22]=[C:23]4[CH2:28][CH2:27][N:26]([CH3:32])[CH2:25][CH2:24]4)[CH:18]=3)[N:13]=[CH:12][N:11]=2)[CH:6]=[CH:7][CH:8]=1)#[CH:2]. (5) Given the reactants [F:1][C:2]([F:7])([F:6])[C:3]([OH:5])=[O:4].[CH3:8][CH:9]1[N:16](C(OC(C)(C)C)=O)[CH2:15][C:12]2([CH2:14][CH2:13]2)[NH:11][C:10]1=[O:24], predict the reaction product. The product is: [F:1][C:2]([F:7])([F:6])[C:3]([OH:5])=[O:4].[CH3:8][CH:9]1[NH:16][CH2:15][C:12]2([CH2:14][CH2:13]2)[NH:11][C:10]1=[O:24]. (6) Given the reactants [CH2:1]([N:8]1[CH2:13][CH2:12][N:11](C(OC(C)(C)C)=O)[C@H:10]([CH2:21][N:22]([C:34]([CH:36]2[CH2:41][CH2:40][CH2:39][CH2:38][CH2:37]2)=[O:35])CC2C=CC(OC)=CC=2OC)[CH2:9]1)[C:2]1[CH:7]=[CH:6][CH:5]=[CH:4][CH:3]=1.C(O)(C(F)(F)F)=O.C(=O)([O-])O.[Na+].C(=O)([O-])[O-].[K+].[K+], predict the reaction product. The product is: [CH2:1]([N:8]1[CH2:13][CH2:12][NH:11][C@H:10]([CH2:21][NH:22][C:34]([CH:36]2[CH2:41][CH2:40][CH2:39][CH2:38][CH2:37]2)=[O:35])[CH2:9]1)[C:2]1[CH:3]=[CH:4][CH:5]=[CH:6][CH:7]=1. (7) Given the reactants [Cl:1][C:2]1[CH:7]=[C:6]([Cl:8])[N:5]=[C:4](SC)[N:3]=1.Cl[C:12]1C=C(C=CC=1)C(OO)=O.[S:22]([O-:26])([O-])(=[O:24])=S.[Na+].[Na+].C(=O)([O-])O.[Na+], predict the reaction product. The product is: [Cl:1][C:2]1[CH:7]=[C:6]([Cl:8])[N:5]=[C:4]([S:22]([CH3:12])(=[O:26])=[O:24])[N:3]=1. (8) The product is: [Cl:1][C:2]1[CH:3]=[C:4]([CH:8]=[CH:9][C:10]=1[CH:11]([O:13][C:14]1[CH:19]=[CH:18][CH:17]=[CH:16][CH:15]=1)[CH3:12])[C:5]([NH:32][CH2:33][C:34]1[C:35]([OH:42])=[N:36][C:37]([CH3:41])=[CH:38][C:39]=1[CH3:40])=[O:7]. Given the reactants [Cl:1][C:2]1[CH:3]=[C:4]([CH:8]=[CH:9][C:10]=1[CH:11]([O:13][C:14]1[CH:19]=[CH:18][CH:17]=[CH:16][CH:15]=1)[CH3:12])[C:5]([OH:7])=O.Cl.CN(C)CCCN=C=NCC.[NH2:32][CH2:33][C:34]1[C:35]([OH:42])=[N:36][C:37]([CH3:41])=[CH:38][C:39]=1[CH3:40], predict the reaction product. (9) Given the reactants [CH3:1][C:2]1[C:6]([C:7]([OH:9])=O)=[C:5]([C:10]2[CH:15]=[CH:14][N:13]=[CH:12][CH:11]=2)[O:4][N:3]=1.[CH2:16]([C:23]1([OH:29])[CH2:28][CH2:27][NH:26][CH2:25][CH2:24]1)[C:17]1[CH:22]=[CH:21][CH:20]=[CH:19][CH:18]=1.CN(C(ON1N=NC2C=CC=NC1=2)=[N+](C)C)C.F[P-](F)(F)(F)(F)F.C(N(CC)CC)C, predict the reaction product. The product is: [CH2:16]([C:23]1([OH:29])[CH2:28][CH2:27][N:26]([C:7]([C:6]2[C:2]([CH3:1])=[N:3][O:4][C:5]=2[C:10]2[CH:15]=[CH:14][N:13]=[CH:12][CH:11]=2)=[O:9])[CH2:25][CH2:24]1)[C:17]1[CH:18]=[CH:19][CH:20]=[CH:21][CH:22]=1.